From a dataset of Full USPTO retrosynthesis dataset with 1.9M reactions from patents (1976-2016). Predict the reactants needed to synthesize the given product. (1) Given the product [NH2:5][CH2:9][C:10]1[CH:11]=[C:12]([CH2:16][N:17]2[C:25]3[C:20](=[C:21]([O:27][CH3:28])[C:22]([F:26])=[CH:23][CH:24]=3)[C:19]([NH:29][S:30]([C:33]3[S:34][C:35]([Cl:38])=[CH:36][CH:37]=3)(=[O:32])=[O:31])=[N:18]2)[CH:13]=[CH:14][CH:15]=1, predict the reactants needed to synthesize it. The reactants are: CC([N:5]([CH2:9][C:10]1[CH:15]=[CH:14][CH:13]=[C:12]([CH2:16][N:17]2[C:25]3[C:20](=[C:21]([O:27][CH3:28])[C:22]([F:26])=[CH:23][CH:24]=3)[C:19]([NH:29][S:30]([C:33]3[S:34][C:35]([Cl:38])=[CH:36][CH:37]=3)(=[O:32])=[O:31])=[N:18]2)[CH:11]=1)C(=O)[O-])(C)C.FC(F)(F)C(O)=O. (2) The reactants are: N[C:2]1[N:7]=[C:6]([C:8]2[CH:13]=[CH:12][CH:11]=[CH:10][CH:9]=2)[CH:5]=[C:4]([C:14]2[CH:19]=[CH:18][CH:17]=[CH:16][CH:15]=2)[N:3]=1.[Br:20]Br.N([O-])=O.[Na+]. Given the product [Br:20][C:2]1[N:7]=[C:6]([C:8]2[CH:13]=[CH:12][CH:11]=[CH:10][CH:9]=2)[CH:5]=[C:4]([C:14]2[CH:19]=[CH:18][CH:17]=[CH:16][CH:15]=2)[N:3]=1, predict the reactants needed to synthesize it. (3) Given the product [C:7]([O:11][C:12]([NH:14][CH2:15][CH2:16][CH2:17][CH2:18][C:34]([C:32]1[N:31]=[CH:30][N:29]([S:26]([C:23]2[CH:22]=[CH:21][C:20]([CH3:45])=[CH:25][CH:24]=2)(=[O:27])=[O:28])[CH:33]=1)([C:40]([O:42][CH2:43][CH3:44])=[O:41])[C:35]([O:37][CH2:38][CH3:39])=[O:36])=[O:13])([CH3:10])([CH3:9])[CH3:8], predict the reactants needed to synthesize it. The reactants are: C(=O)([O-])[O-].[Cs+].[Cs+].[C:7]([O:11][C:12]([NH:14][CH2:15][CH2:16][CH2:17][CH2:18]Br)=[O:13])([CH3:10])([CH3:9])[CH3:8].[C:20]1([CH3:45])[CH:25]=[CH:24][C:23]([S:26]([N:29]2[CH:33]=[C:32]([CH:34]([C:40]([O:42][CH2:43][CH3:44])=[O:41])[C:35]([O:37][CH2:38][CH3:39])=[O:36])[N:31]=[CH:30]2)(=[O:28])=[O:27])=[CH:22][CH:21]=1. (4) Given the product [O:13]1[C:14]2([CH2:15][CH2:16][N:17]([C:20]([O:22][C:23]([CH3:26])([CH3:25])[CH3:24])=[O:21])[CH2:18][CH2:19]2)[CH2:8]1, predict the reactants needed to synthesize it. The reactants are: [H-].[Na+].CS(C)=O.[I-].[CH3:8][S+](C)(C)=O.[O:13]=[C:14]1[CH2:19][CH2:18][N:17]([C:20]([O:22][C:23]([CH3:26])([CH3:25])[CH3:24])=[O:21])[CH2:16][CH2:15]1.